Dataset: Forward reaction prediction with 1.9M reactions from USPTO patents (1976-2016). Task: Predict the product of the given reaction. Given the reactants [F:1][C:2]([F:18])([F:17])[C:3]1[N:8]=[N:7][C:6]([C:9]2[CH:10]=[C:11]([CH:14]=[CH:15][CH:16]=2)[CH2:12][NH2:13])=[CH:5][CH:4]=1.[Cl:19][C:20]1[N:25]=[CH:24][C:23]([S:26]([N:29]([CH2:33][C:34](O)=[O:35])[CH:30]([CH3:32])[CH3:31])(=[O:28])=[O:27])=[CH:22][CH:21]=1.CN(C(ON1N=NC2C=CC=NC1=2)=[N+](C)C)C.F[P-](F)(F)(F)(F)F.C(N(CC)C(C)C)(C)C.OS([O-])(=O)=O.[K+], predict the reaction product. The product is: [Cl:19][C:20]1[N:25]=[CH:24][C:23]([S:26]([N:29]([CH:30]([CH3:32])[CH3:31])[CH2:33][C:34]([NH:13][CH2:12][C:11]2[CH:14]=[CH:15][CH:16]=[C:9]([C:6]3[N:7]=[N:8][C:3]([C:2]([F:1])([F:17])[F:18])=[CH:4][CH:5]=3)[CH:10]=2)=[O:35])(=[O:28])=[O:27])=[CH:22][CH:21]=1.